This data is from NCI-60 drug combinations with 297,098 pairs across 59 cell lines. The task is: Regression. Given two drug SMILES strings and cell line genomic features, predict the synergy score measuring deviation from expected non-interaction effect. Drug 1: C1=CC(=CC=C1C#N)C(C2=CC=C(C=C2)C#N)N3C=NC=N3. Drug 2: C1CN1P(=S)(N2CC2)N3CC3. Cell line: SK-MEL-5. Synergy scores: CSS=14.0, Synergy_ZIP=-2.94, Synergy_Bliss=1.54, Synergy_Loewe=-0.870, Synergy_HSA=-0.578.